This data is from Reaction yield outcomes from USPTO patents with 853,638 reactions. The task is: Predict the reaction yield, written as a fraction of the theoretical maximum amount of product (1.0 means a 100% yield; for example, 0.34 means a 34% yield). (1) The reactants are [CH2:1](Br)[C:2]1[CH:7]=[CH:6][CH:5]=[CH:4][CH:3]=1.FC(F)(F)C(O)=O.[I:16][C:17]1[C:26]2[C:21](=[CH:22][CH:23]=[N:24][CH:25]=2)[C:20](=[O:27])[NH:19][CH:18]=1.C([O-])([O-])=O.[Cs+].[Cs+]. The catalyst is CN(C=O)C. The product is [CH2:1]([N:19]1[CH:18]=[C:17]([I:16])[C:26]2[C:21](=[CH:22][CH:23]=[N:24][CH:25]=2)[C:20]1=[O:27])[C:2]1[CH:7]=[CH:6][CH:5]=[CH:4][CH:3]=1. The yield is 0.740. (2) The reactants are Cl[C:2]1[C:23]([O:24][CH2:25][CH2:26][O:27][CH2:28][CH2:29][O:30][CH3:31])=[CH:22][C:5]([C:6]([NH:8][S:9]([C:12]2[CH:17]=[CH:16][CH:15]=[CH:14][C:13]=2[S:18](=[O:21])(=[O:20])[NH2:19])(=[O:11])=[O:10])=[O:7])=[CH:4][N:3]=1.[CH3:32][C:33]([CH3:46])([CH3:45])[C:34]#[C:35]B(OC(C)C)OC(C)C.C(=O)([O-])[O-].[Na+].[Na+]. The catalyst is CN(C)C=O.C1C=CC(P(C2C=CC=CC=2)[C-]2C=CC=C2)=CC=1.C1C=CC(P(C2C=CC=CC=2)[C-]2C=CC=C2)=CC=1.Cl[Pd]Cl.[Fe+2]. The product is [CH3:32][C:33]([CH3:46])([CH3:45])[C:34]#[C:35][C:2]1[C:23]([O:24][CH2:25][CH2:26][O:27][CH2:28][CH2:29][O:30][CH3:31])=[CH:22][C:5]([C:6]([NH:8][S:9]([C:12]2[CH:17]=[CH:16][CH:15]=[CH:14][C:13]=2[S:18](=[O:21])(=[O:20])[NH2:19])(=[O:11])=[O:10])=[O:7])=[CH:4][N:3]=1. The yield is 0.160. (3) The reactants are [CH3:1][C:2]1[CH:7]=[C:6]([CH3:8])[N:5]=[C:4]([N:9]2[CH2:13][CH:12]3[CH2:14][N:15]([CH:17]=[O:18])[CH2:16][CH:11]3[CH2:10]2)[N:3]=1.C([Sn](CCCC)(CCCC)[C:24]1[N:29]=[CH:28][CH:27]=[CH:26][N:25]=1)CCC.O1[CH2:43][CH2:42]OCC1. The catalyst is [Cu](I)I.C1C=CC([P]([Pd]([P](C2C=CC=CC=2)(C2C=CC=CC=2)C2C=CC=CC=2)([P](C2C=CC=CC=2)(C2C=CC=CC=2)C2C=CC=CC=2)[P](C2C=CC=CC=2)(C2C=CC=CC=2)C2C=CC=CC=2)(C2C=CC=CC=2)C2C=CC=CC=2)=CC=1. The product is [CH3:8][C:6]1[CH:7]=[C:2]([CH3:1])[N:3]=[C:4]([N:9]2[CH2:13][CH:12]3[CH2:14][N:15]([C:17]([C:1]4[C:2]([C:24]5[N:25]=[CH:26][CH:27]=[CH:28][N:29]=5)=[N:3][CH:4]=[CH:42][CH:43]=4)=[O:18])[CH2:16][CH:11]3[CH2:10]2)[N:5]=1. The yield is 0.640. (4) The reactants are [C:1]([C:3]1[CH:8]=[CH:7][CH:6]=[CH:5][C:4]=1[C:9]1[CH:14]=[CH:13][C:12]([CH2:15][CH:16]([C:22](=O)[CH2:23][CH2:24][CH3:25])[C:17](OCC)=[O:18])=[C:11]([F:27])[CH:10]=1)#[N:2].[CH3:28][C:29]1[NH:30][C:31]([NH:34][CH:35]2[CH2:40][CH2:39][O:38][CH2:37][CH2:36]2)=[N:32][N:33]=1. No catalyst specified. The product is [F:27][C:11]1[CH:10]=[C:9]([C:4]2[C:3]([C:1]#[N:2])=[CH:8][CH:7]=[CH:6][CH:5]=2)[CH:14]=[CH:13][C:12]=1[CH2:15][C:16]1[C:17](=[O:18])[N:34]([CH:35]2[CH2:40][CH2:39][O:38][CH2:37][CH2:36]2)[C:31]2[N:32]([N:33]=[C:29]([CH3:28])[N:30]=2)[C:22]=1[CH2:23][CH2:24][CH3:25]. The yield is 0.650. (5) The yield is 0.320. The reactants are [F:1][C:2]1[CH:7]=[CH:6][C:5]([CH2:8][C:9]2[CH:18]=[C:17]3[C:12]([C:13]([OH:26])=[C:14]([C:21](OCC)=[O:22])[C:15](=[O:20])[N:16]3[CH3:19])=[N:11][CH:10]=2)=[CH:4][CH:3]=1.[CH3:27][O:28][C:29]1[N:34]=[CH:33][C:32]([CH2:35][NH2:36])=[CH:31][CH:30]=1.[CH3:27][O:28][C:29]1[N:34]=[CH:33][C:32]([CH2:35][NH2:36])=[CH:31][CH:30]=1. No catalyst specified. The product is [F:1][C:2]1[CH:7]=[CH:6][C:5]([CH2:8][C:9]2[CH:18]=[C:17]3[C:12]([C:13]([OH:26])=[C:14]([C:21]([NH:36][CH2:35][C:32]4[CH:33]=[N:34][C:29]([O:28][CH3:27])=[CH:30][CH:31]=4)=[O:22])[C:15](=[O:20])[N:16]3[CH3:19])=[N:11][CH:10]=2)=[CH:4][CH:3]=1. (6) The catalyst is C1(C)C=CC=CC=1.[O-2].[O-2].[Mn+4]. The reactants are [CH3:1][O:2][C:3]1[C:8]([O:9][CH3:10])=[C:7]([O:11][CH3:12])[CH:6]=[C:5]([CH3:13])[C:4]=1[CH:14]([C:16]1[C:17]([F:24])=[N:18][CH:19]=[C:20]([CH3:23])[C:21]=1[I:22])[OH:15]. The yield is 0.650. The product is [CH3:1][O:2][C:3]1[C:8]([O:9][CH3:10])=[C:7]([O:11][CH3:12])[CH:6]=[C:5]([CH3:13])[C:4]=1[C:14]([C:16]1[C:17]([F:24])=[N:18][CH:19]=[C:20]([CH3:23])[C:21]=1[I:22])=[O:15].